From a dataset of Retrosynthesis with 50K atom-mapped reactions and 10 reaction types from USPTO. Predict the reactants needed to synthesize the given product. Given the product COc1cc(S(C)=O)c(C)cc1O, predict the reactants needed to synthesize it. The reactants are: COc1cc(SC)c(C)cc1O.OO.